Task: Predict the product of the given reaction.. Dataset: Forward reaction prediction with 1.9M reactions from USPTO patents (1976-2016) (1) The product is: [NH2:3][C:4]1[C:5]([O:21][CH2:22][C:23]2[CH:24]=[CH:25][CH:26]=[CH:27][C:32]=2[C:31]([OH:34])=[O:1])=[CH:6][C:7]([C:10]2[CH:15]=[CH:14][C:13]([NH:16][S:17]([CH3:20])(=[O:19])=[O:18])=[CH:12][CH:11]=2)=[CH:8][N:9]=1. Given the reactants [OH-:1].[Na+].[NH2:3][C:4]1[N:9]=[CH:8][C:7]([C:10]2[CH:15]=[CH:14][C:13]([NH:16][S:17]([CH3:20])(=[O:19])=[O:18])=[CH:12][CH:11]=2)=[CH:6][C:5]=1[O:21][CH2:22][C:23]1C=[CH:27][CH:26]=[CH:25][C:24]=1C#N.[CH2:31]([OH:34])[CH2:32]O, predict the reaction product. (2) Given the reactants [F:1][C:2]1[CH:7]=[CH:6][C:5]([NH:8][CH:9]([C:11]2[CH:12]=[C:13]([C:28](O)=[O:29])[CH:14]=[C:15]3[C:20]=2[O:19][C:18]([N:21]2[CH2:26][CH2:25][O:24][CH2:23][CH2:22]2)=[CH:17][C:16]3=[O:27])[CH3:10])=[CH:4][CH:3]=1.[CH3:31][N:32]([CH3:37])[CH2:33][CH2:34][NH:35][CH3:36], predict the reaction product. The product is: [CH3:31][N:32]([CH3:37])[CH2:33][CH2:34][N:35]([CH3:36])[C:28]([C:13]1[CH:14]=[C:15]2[C:20](=[C:11]([CH:9]([NH:8][C:5]3[CH:6]=[CH:7][C:2]([F:1])=[CH:3][CH:4]=3)[CH3:10])[CH:12]=1)[O:19][C:18]([N:21]1[CH2:26][CH2:25][O:24][CH2:23][CH2:22]1)=[CH:17][C:16]2=[O:27])=[O:29].